From a dataset of Peptide-MHC class I binding affinity with 185,985 pairs from IEDB/IMGT. Regression. Given a peptide amino acid sequence and an MHC pseudo amino acid sequence, predict their binding affinity value. This is MHC class I binding data. (1) The peptide sequence is SSIDVDKRTK. The MHC is HLA-A03:01 with pseudo-sequence HLA-A03:01. The binding affinity (normalized) is 0.427. (2) The binding affinity (normalized) is 0.0171. The MHC is Mamu-B01 with pseudo-sequence Mamu-B01. The peptide sequence is ILSPFLPL. (3) The peptide sequence is TDTPLDLAI. The MHC is Mamu-A11 with pseudo-sequence Mamu-A11. The binding affinity (normalized) is 0.233.